From a dataset of Catalyst prediction with 721,799 reactions and 888 catalyst types from USPTO. Predict which catalyst facilitates the given reaction. (1) Reactant: [CH3:1][O:2][C:3]1[CH:8]=[CH:7][C:6]([CH:9](O)[CH3:10])=[CH:5][CH:4]=1.CC(OI1(OC(C)=O)(OC(C)=O)OC(=O)C2C=CC=CC1=2)=[O:14]. Product: [CH3:1][O:2][C:3]1[CH:8]=[CH:7][C:6]([CH2:9][CH:10]=[O:14])=[CH:5][CH:4]=1. The catalyst class is: 2. (2) Reactant: [CH2:1]([O:8][C@H:9]([C@@H:13]([O:16][CH2:17][C:18]1[CH:23]=[CH:22][CH:21]=[CH:20][CH:19]=1)[CH:14]=[CH2:15])[C@@H:10]([OH:12])[CH3:11])[C:2]1[CH:7]=[CH:6][CH:5]=[CH:4][CH:3]=1.[C:24](OC(=O)C)(=[O:26])[CH3:25]. Product: [C:24]([O:12][C@H:10]([C@H:9]([O:8][CH2:1][C:2]1[CH:3]=[CH:4][CH:5]=[CH:6][CH:7]=1)[C@@H:13]([O:16][CH2:17][C:18]1[CH:19]=[CH:20][CH:21]=[CH:22][CH:23]=1)[CH:14]=[CH2:15])[CH3:11])(=[O:26])[CH3:25]. The catalyst class is: 64. (3) Reactant: [H-].[Al+3].[Li+].[H-].[H-].[H-].[CH:7]1[C:16]2[C:11](=[CH:12][CH:13]=[CH:14][CH:15]=2)[CH:10]=[CH:9][C:8]=1[C:17]#[N:18].[OH-].[Na+]. Product: [NH2:18][CH2:17][C:8]1[CH:9]=[CH:10][C:11]2[C:16](=[CH:15][CH:14]=[CH:13][CH:12]=2)[CH:7]=1. The catalyst class is: 7. (4) Reactant: [CH3:1][CH:2]([N:4]1[C:8]([C:9]([O:11]CC)=[O:10])=[CH:7][N:6]=[N:5]1)[CH3:3].[OH-].[Na+]. Product: [CH3:3][CH:2]([N:4]1[C:8]([C:9]([OH:11])=[O:10])=[CH:7][N:6]=[N:5]1)[CH3:1]. The catalyst class is: 5. (5) Reactant: [Br:1]N1C(=O)CCC1=O.[ClH:9].[F:10][C:11]1[CH:12]=[C:13]([CH:35]=[CH:36][CH:37]=1)[CH2:14][N:15]1[C:19]2=[C:20]([N:24]3[CH2:33][CH2:32][C:31]4[C:26](=[CH:27][CH:28]=[CH:29][CH:30]=4)[CH2:25]3)[N:21]=[CH:22][CH:23]=[C:18]2[CH:17]=[C:16]1[CH3:34]. Product: [ClH:9].[Br:1][C:17]1[C:18]2[C:19](=[C:20]([N:24]3[CH2:33][CH2:32][C:31]4[C:26](=[CH:27][CH:28]=[CH:29][CH:30]=4)[CH2:25]3)[N:21]=[CH:22][CH:23]=2)[N:15]([CH2:14][C:13]2[CH:35]=[CH:36][CH:37]=[C:11]([F:10])[CH:12]=2)[C:16]=1[CH3:34]. The catalyst class is: 4. (6) Reactant: C1(S(O)(=O)=O)C=CC=CC=1.[CH2:11]([N:18]1[CH2:22][CH:21]([OH:23])[CH:20]([OH:24])[CH2:19]1)[C:12]1[CH:17]=[CH:16][CH:15]=[CH:14][CH:13]=1.C(N(CC)CC)C.[H-].[Na+].S(O[CH2:39][CH2:40][CH2:41][CH2:42][CH2:43][CH2:44][CH2:45][CH3:46])(=O)(=O)C.C([O-])([O-])=O.[K+].[K+].S(O[C:58](=O)[CH2:59][CH2:60][CH2:61][CH2:62][CH2:63][CH2:64][CH2:65]/[CH:66]=[CH:67]\[CH2:68]/[CH:69]=[CH:70]\[CH2:71][CH2:72][CH2:73][CH2:74][CH3:75])(=O)(=O)C. Product: [CH2:11]([N:18]1[CH2:22][CH:21]([O:23][CH2:39][CH2:40][CH2:41][CH2:42][CH2:43][CH2:44][CH2:45][CH3:46])[CH:20]([O:24][CH2:58][CH2:59][CH2:60][CH2:61][CH2:62][CH2:63][CH2:64][CH2:65]/[CH:66]=[CH:67]\[CH2:68]/[CH:69]=[CH:70]\[CH2:71][CH2:72][CH2:73][CH2:74][CH3:75])[CH2:19]1)[C:12]1[CH:13]=[CH:14][CH:15]=[CH:16][CH:17]=1. The catalyst class is: 345.